This data is from Full USPTO retrosynthesis dataset with 1.9M reactions from patents (1976-2016). The task is: Predict the reactants needed to synthesize the given product. Given the product [CH2:1]([C:8]1[CH:13]=[CH:12][N:11]=[C:10]([CH2:14][OH:15])[CH:9]=1)[C:2]1[CH:3]=[CH:4][CH:5]=[CH:6][CH:7]=1, predict the reactants needed to synthesize it. The reactants are: [CH2:1]([C:8]1[CH:13]=[CH:12][N:11]=[C:10]([C:14](OC)=[O:15])[CH:9]=1)[C:2]1[CH:7]=[CH:6][CH:5]=[CH:4][CH:3]=1.C1COCC1.[BH4-].[Na+].[Li+].[Cl-].